From a dataset of Experimental lipophilicity measurements (octanol/water distribution) for 4,200 compounds from AstraZeneca. Regression/Classification. Given a drug SMILES string, predict its absorption, distribution, metabolism, or excretion properties. Task type varies by dataset: regression for continuous measurements (e.g., permeability, clearance, half-life) or binary classification for categorical outcomes (e.g., BBB penetration, CYP inhibition). For this dataset (lipophilicity_astrazeneca), we predict Y. (1) The molecule is O=c1c2ccccc2[se]n1-c1ccccc1. The Y is 3.31 logD. (2) The compound is c1ccc(CCNCc2ccccc2)cc1. The Y is 1.65 logD. (3) The drug is COc1cc(N2CCN(C(C)=O)CC2)ccc1Nc1ncc(C(F)(F)F)c(-c2cnc3ccccn23)n1. The Y is 3.70 logD. (4) The drug is Cc1ncc(-c2ccnc(Nc3ccc(C(=O)N(C)C)c(F)c3)n2)n1C(C)C. The Y is 2.74 logD.